This data is from Full USPTO retrosynthesis dataset with 1.9M reactions from patents (1976-2016). The task is: Predict the reactants needed to synthesize the given product. (1) Given the product [N+:1]([C:4]1[C:9]([CH3:10])=[CH:8][C:7]([CH3:11])=[C:6]([C:12]([O:14][CH2:17][CH3:18])=[O:13])[C:5]=1[CH3:15])([O-:3])=[O:2], predict the reactants needed to synthesize it. The reactants are: [N+:1]([C:4]1[C:9]([CH3:10])=[CH:8][C:7]([CH3:11])=[C:6]([C:12]([OH:14])=[O:13])[C:5]=1[CH3:15])([O-:3])=[O:2].Cl.[CH2:17](O)[CH3:18]. (2) Given the product [N:1]1([C:6]2[CH:7]=[CH:8][C:9]([C:10]([O:12][CH2:20][CH3:21])=[O:11])=[CH:13][CH:14]=2)[CH:5]=[CH:4][CH:3]=[N:2]1, predict the reactants needed to synthesize it. The reactants are: [N:1]1([C:6]2[CH:14]=[CH:13][C:9]([C:10]([OH:12])=[O:11])=[CH:8][CH:7]=2)[CH:5]=[CH:4][CH:3]=[N:2]1.S(=O)(=O)(O)O.[CH3:20][CH2:21]O.